Dataset: Reaction yield outcomes from USPTO patents with 853,638 reactions. Task: Predict the reaction yield, written as a fraction of the theoretical maximum amount of product (1.0 means a 100% yield; for example, 0.34 means a 34% yield). (1) The reactants are C(O)(C(F)(F)F)=O.[Br:8][C:9]1[C:10]([N:36]2[CH2:41][CH2:40][CH2:39][C@@H:38]([N:42](C(OC(C)(C)C)=O)[CH3:43])[CH2:37]2)=[C:11]2[C:17]([NH:18][C:19]([C:21]3[CH:26]=[CH:25][C:24](=[O:27])[N:23]([CH3:28])[CH:22]=3)=[O:20])=[CH:16][N:15](C(OC(C)(C)C)=O)[C:12]2=[N:13][CH:14]=1.C(Cl)[Cl:52]. No catalyst specified. The product is [ClH:52].[Br:8][C:9]1[C:10]([N:36]2[CH2:41][CH2:40][CH2:39][C@@H:38]([NH:42][CH3:43])[CH2:37]2)=[C:11]2[C:17]([NH:18][C:19]([C:21]3[CH:26]=[CH:25][C:24](=[O:27])[N:23]([CH3:28])[CH:22]=3)=[O:20])=[CH:16][NH:15][C:12]2=[N:13][CH:14]=1. The yield is 0.910. (2) The reactants are OC(C(F)(F)F)=O.[NH2:8][C@@H:9]1[CH2:13][CH2:12][CH2:11][C@H:10]1[OH:14].[Cl:15][C:16]1[CH:17]=[CH:18][C:19]([C@@:22]([NH:44][C:45](=O)[O:46]C2C=CC([N+]([O-])=O)=CC=2)([C:30]2[CH:35]=[C:34]([O:36][C:37]([F:42])([F:41])[CH:38]([F:40])[F:39])[CH:33]=[C:32]([F:43])[CH:31]=2)[CH2:23][C:24]2[CH:29]=[CH:28][CH:27]=[CH:26][CH:25]=2)=[N:20][CH:21]=1. The catalyst is C(Cl)Cl. The product is [Cl:15][C:16]1[CH:17]=[CH:18][C:19]([C@@:22]([NH:44][C:45]([NH:8][C@@H:9]2[CH2:13][CH2:12][CH2:11][C@H:10]2[OH:14])=[O:46])([C:30]2[CH:35]=[C:34]([O:36][C:37]([F:42])([F:41])[CH:38]([F:40])[F:39])[CH:33]=[C:32]([F:43])[CH:31]=2)[CH2:23][C:24]2[CH:29]=[CH:28][CH:27]=[CH:26][CH:25]=2)=[N:20][CH:21]=1. The yield is 0.730.